This data is from Forward reaction prediction with 1.9M reactions from USPTO patents (1976-2016). The task is: Predict the product of the given reaction. Given the reactants [C:1]1([C:26]2[CH:31]=[CH:30][CH:29]=[CH:28][CH:27]=2)[CH:6]=[CH:5][C:4]([CH2:7][C@H:8]([NH:12][C:13]([C:15]2([CH2:20][C:21]([O:23][CH2:24][CH3:25])=[O:22])[CH2:19][CH2:18][CH2:17][CH2:16]2)=[O:14])[C:9]([OH:11])=O)=[CH:3][CH:2]=1.Cl.[NH:33]1[CH2:37][CH2:36][CH2:35][C@H:34]1[C:38]([O:40][CH2:41][C:42]1[CH:47]=[CH:46][CH:45]=[CH:44][CH:43]=1)=[O:39].CCN=C=NCCCN(C)C.Cl.CCN(C(C)C)C(C)C.ON1C2N=CC=CC=2N=N1, predict the reaction product. The product is: [C:1]1([C:26]2[CH:27]=[CH:28][CH:29]=[CH:30][CH:31]=2)[CH:2]=[CH:3][C:4]([CH2:7][C@H:8]([NH:12][C:13]([C:15]2([CH2:20][C:21]([O:23][CH2:24][CH3:25])=[O:22])[CH2:16][CH2:17][CH2:18][CH2:19]2)=[O:14])[C:9]([N:33]2[CH2:37][CH2:36][CH2:35][C@H:34]2[C:38]([O:40][CH2:41][C:42]2[CH:47]=[CH:46][CH:45]=[CH:44][CH:43]=2)=[O:39])=[O:11])=[CH:5][CH:6]=1.